Task: Regression. Given a peptide amino acid sequence and an MHC pseudo amino acid sequence, predict their binding affinity value. This is MHC class II binding data.. Dataset: Peptide-MHC class II binding affinity with 134,281 pairs from IEDB The peptide sequence is AFKVLATAANAAPAN. The MHC is DRB1_0401 with pseudo-sequence DRB1_0401. The binding affinity (normalized) is 0.757.